Dataset: Forward reaction prediction with 1.9M reactions from USPTO patents (1976-2016). Task: Predict the product of the given reaction. (1) Given the reactants Cl.C[O:3][C:4]([CH:6]1[CH2:13][CH:12]2[NH:14][CH:8]([CH2:9][CH2:10][CH2:11]2)[CH2:7]1)=[O:5].[CH2:15]([C@@H:17]1[CH2:22][CH2:21][C@H:20]([O:23][C:24]2[CH:25]=[C:26]3[C:31](=[CH:32][CH:33]=2)[CH:30]=[C:29]([CH:34]=O)[CH:28]=[CH:27]3)[CH2:19][CH2:18]1)[CH3:16].C(O[BH-](OC(=O)C)OC(=O)C)(=O)C.[Na+].[OH-].[Na+].O.Cl, predict the reaction product. The product is: [CH2:15]([C@@H:17]1[CH2:22][CH2:21][C@H:20]([O:23][C:24]2[CH:25]=[C:26]3[C:31](=[CH:32][CH:33]=2)[CH:30]=[C:29]([CH2:34][N:14]2[CH:12]4[CH2:11][CH2:10][CH2:9][CH:8]2[CH2:7][CH:6]([C:4]([OH:3])=[O:5])[CH2:13]4)[CH:28]=[CH:27]3)[CH2:19][CH2:18]1)[CH3:16]. (2) Given the reactants [NH2:1][C:2]1[N:7]2[CH:8]=[C:9]([CH2:11][CH3:12])[N:10]=[C:6]2[C:5]([C:13]([OH:15])=O)=[CH:4][C:3]=1[Cl:16].N[CH2:29][CH:28]1[CH2:31]CN(C(O[C:28]([CH3:31])([CH3:30])[CH3:29])=O)C[CH2:30]1.CCOC(OC(O[CH2:41][CH3:42])=O)=O.[CH:43]([N:46]([CH:49]([CH3:51])C)[CH2:47][CH3:48])([CH3:45])C.C[N:53](C)C=O, predict the reaction product. The product is: [NH2:1][C:2]1[N:7]2[CH:8]=[C:9]([CH2:11][CH3:12])[N:10]=[C:6]2[C:5]([C:13]([NH:53][CH2:41][CH:42]2[CH2:48][CH2:47][N:46]([CH2:43][CH2:45][C:28]([CH3:31])([CH3:30])[CH3:29])[CH2:49][CH2:51]2)=[O:15])=[CH:4][C:3]=1[Cl:16]. (3) Given the reactants C([O:5][C:6](=O)[CH2:7][CH2:8][N:9]([C:16]1[C:21]([N+:22]([O-])=O)=[CH:20][N:19]=[C:18]([Cl:25])[N:17]=1)[CH:10]1[CH2:15][CH2:14][CH2:13][CH2:12][CH2:11]1)(C)(C)C.C(O)C.Cl, predict the reaction product. The product is: [Cl:25][C:18]1[N:19]=[CH:20][C:21]2[NH:22][C:6](=[O:5])[CH2:7][CH2:8][N:9]([CH:10]3[CH2:15][CH2:14][CH2:13][CH2:12][CH2:11]3)[C:16]=2[N:17]=1.